This data is from Catalyst prediction with 721,799 reactions and 888 catalyst types from USPTO. The task is: Predict which catalyst facilitates the given reaction. (1) Reactant: [C:1](N1C=CC=CC1=O)(N1C=CC=CC1=O)=[S:2].[NH2:17][C:18]1[C:19]([Cl:33])=[C:20]([CH:29]=[CH:30][C:31]=1[Cl:32])[CH2:21][NH:22][C:23](=[O:28])[C:24]([CH3:27])([F:26])[CH3:25]. Product: [Cl:33][C:19]1[C:18]([N:17]=[C:1]=[S:2])=[C:31]([Cl:32])[CH:30]=[CH:29][C:20]=1[CH2:21][NH:22][C:23](=[O:28])[C:24]([CH3:25])([F:26])[CH3:27]. The catalyst class is: 127. (2) Reactant: C(OC([NH:8][CH:9]([C:13]1[CH:18]=[CH:17][CH:16]=[C:15]([C:19]2[CH:20]=[C:21]3[C:27]([C:28]4[CH:33]=[CH:32][CH:31]=[CH:30][C:29]=4[O:34][CH3:35])=[CH:26][N:25](S(C4C=CC(C)=CC=4)(=O)=O)[C:22]3=[N:23][CH:24]=2)[CH:14]=1)C(O)=O)=O)(C)(C)C.[CH3:46][NH:47][CH3:48].[CH:49](N(C(C)C)CC)(C)C.[OH-:58].[K+]. Product: [NH2:8][CH:9]([C:13]1[CH:18]=[CH:17][CH:16]=[C:15]([C:19]2[CH:20]=[C:21]3[C:27]([C:28]4[CH:33]=[CH:32][CH:31]=[CH:30][C:29]=4[O:34][CH3:35])=[CH:26][NH:25][C:22]3=[N:23][CH:24]=2)[CH:14]=1)[C:46]([N:47]([CH3:49])[CH3:48])=[O:58]. The catalyst class is: 121. (3) Reactant: COC([CH:5]1[CH2:10][CH2:9][N:8]([S:11]([CH2:14][C:15]2[C:24]3[C:19](=[CH:20][CH:21]=[CH:22][CH:23]=3)[N:18]([CH2:25][CH3:26])[C:17]([CH3:28])([CH3:27])[CH:16]=2)(=[O:13])=[O:12])[CH2:7][CH2:6]1)=O.C(N1C2C(=CC=CC=2)C(CS(Cl)(=O)=O)=[CH:33][C:32]1(C)[CH3:46])C.C(N)CCCCCCC.C(Cl)(Cl)Cl. Product: [CH2:25]([N:18]1[C:19]2[C:24](=[CH:23][CH:22]=[CH:21][CH:20]=2)[C:15]([CH2:14][S:11]([NH:8][CH2:7][CH2:6][CH2:5][CH2:10][CH2:9][CH2:33][CH2:32][CH3:46])(=[O:12])=[O:13])=[CH:16][C:17]1([CH3:28])[CH3:27])[CH3:26]. The catalyst class is: 8. (4) Reactant: [NH2:1][C:2]1[CH:11]=[C:10]2[C:5]([CH:6]=[CH:7][CH:8]=[N:9]2)=[CH:4][CH:3]=1.[O:12]=[C:13]1[C:25]2[CH:24]=[C:23]([C:26](O)=[O:27])[CH:22]=[CH:21][C:20]=2[C:19]2[C:14]1=[CH:15][CH:16]=[CH:17][CH:18]=2.Cl.CN(C)CCCN=C=NCC. Product: [N:9]1[C:10]2[C:5](=[CH:4][CH:3]=[C:2]([NH:1][C:26]([C:23]3[CH:22]=[CH:21][C:20]4[C:19]5[C:14](=[CH:15][CH:16]=[CH:17][CH:18]=5)[C:13](=[O:12])[C:25]=4[CH:24]=3)=[O:27])[CH:11]=2)[CH:6]=[CH:7][CH:8]=1. The catalyst class is: 172. (5) Reactant: [H-].[H-].[H-].[H-].[Li+].[Al+3].[C:7]([O:11][C:12]([N:14]1[CH2:19][CH2:18][C:17]([CH2:26][C:27](OCC)=[O:28])([CH2:20][C:21](OCC)=[O:22])[CH2:16][CH2:15]1)=[O:13])([CH3:10])([CH3:9])[CH3:8].O.[OH-].[Na+]. Product: [OH:22][CH2:21][CH2:20][C:17]1([CH2:26][CH2:27][OH:28])[CH2:18][CH2:19][N:14]([C:12]([O:11][C:7]([CH3:8])([CH3:10])[CH3:9])=[O:13])[CH2:15][CH2:16]1. The catalyst class is: 1.